From a dataset of Peptide-MHC class II binding affinity with 134,281 pairs from IEDB. Regression. Given a peptide amino acid sequence and an MHC pseudo amino acid sequence, predict their binding affinity value. This is MHC class II binding data. (1) The peptide sequence is FANAMDRESAIRAAK. The MHC is H-2-IAd with pseudo-sequence H-2-IAd. The binding affinity (normalized) is 0.225. (2) The peptide sequence is GHAYLLLPNTESARK. The MHC is DRB1_0405 with pseudo-sequence DRB1_0405. The binding affinity (normalized) is 0.806. (3) The peptide sequence is QTFLWTMPAFEVSLRA. The MHC is H-2-IAb with pseudo-sequence H-2-IAb. The binding affinity (normalized) is 0.719. (4) The peptide sequence is ASGGRLNPTEPLPIF. The MHC is DRB1_0401 with pseudo-sequence DRB1_0401. The binding affinity (normalized) is 0.199. (5) The peptide sequence is GELQIVDKWDAAFKI. The MHC is DRB1_1201 with pseudo-sequence DRB1_1201. The binding affinity (normalized) is 0.375. (6) The MHC is DRB1_1302 with pseudo-sequence DRB1_1302. The binding affinity (normalized) is 0. The peptide sequence is LSVTEQSEFYFPRAP. (7) The peptide sequence is MYGIFQSTFLGASQR. The MHC is DRB1_0301 with pseudo-sequence DRB1_0301. The binding affinity (normalized) is 0.277.